From a dataset of Forward reaction prediction with 1.9M reactions from USPTO patents (1976-2016). Predict the product of the given reaction. The product is: [CH3:1][N:2]([CH3:22])[C:3]1[CH:4]=[CH:5][C:6]([C:9]2[N:18]=[C:17]([C:19]([N:29]3[CH2:28][CH2:27][C:26]4[C:31](=[CH:32][CH:33]=[C:34]([CH3:35])[C:25]=4[OH:24])[CH2:30]3)=[O:21])[C:16]3[C:11](=[CH:12][CH:13]=[CH:14][CH:15]=3)[N:10]=2)=[CH:7][CH:8]=1. Given the reactants [CH3:1][N:2]([CH3:22])[C:3]1[CH:8]=[CH:7][C:6]([C:9]2[N:18]=[C:17]([C:19]([OH:21])=O)[C:16]3[C:11](=[CH:12][CH:13]=[CH:14][CH:15]=3)[N:10]=2)=[CH:5][CH:4]=1.Cl.[OH:24][C:25]1[C:34]([CH3:35])=[CH:33][CH:32]=[C:31]2[C:26]=1[CH2:27][CH2:28][NH:29][CH2:30]2, predict the reaction product.